The task is: Predict the product of the given reaction.. This data is from Forward reaction prediction with 1.9M reactions from USPTO patents (1976-2016). (1) Given the reactants [I:1][C:2]1[CH:3]=[N:4][NH:5][CH:6]=1.CS(O[CH2:12][C:13]1([CH3:30])[CH2:17][C:16](=[O:18])[N:15]([CH2:19][C:20]2[CH:25]=[CH:24][C:23]([O:26][CH3:27])=[CH:22][C:21]=2[O:28][CH3:29])[CH2:14]1)(=O)=O.C(=O)([O-])[O-].[Cs+].[Cs+].[I-].[K+], predict the reaction product. The product is: [CH3:29][O:28][C:21]1[CH:22]=[C:23]([O:26][CH3:27])[CH:24]=[CH:25][C:20]=1[CH2:19][N:15]1[CH2:14][C:13]([CH2:30][N:4]2[CH:3]=[C:2]([I:1])[CH:6]=[N:5]2)([CH3:12])[CH2:17][C:16]1=[O:18]. (2) Given the reactants [C:1]([C:4]1[C:13]2[O:12][C:11]([CH3:15])([CH3:14])[C:10](=[O:16])[NH:9][C:8]=2[C:7]([O:17][CH2:18][C:19]2[CH:24]=[CH:23][CH:22]=[CH:21][CH:20]=2)=[CH:6][CH:5]=1)(=[O:3])[CH3:2].[Se](=O)=O.C.[OH2:29].[O:30]1CCO[CH2:32][CH2:31]1, predict the reaction product. The product is: [CH2:18]([O:17][C:7]1[C:8]2[NH:9][C:10](=[O:16])[C:11]([CH3:15])([CH3:14])[O:12][C:13]=2[C:4]([C:1](=[O:3])[CH:2]([O:30][CH2:31][CH3:32])[OH:29])=[CH:5][CH:6]=1)[C:19]1[CH:20]=[CH:21][CH:22]=[CH:23][CH:24]=1. (3) Given the reactants COC1C=CC=C2C=1C=CN2C1C=CC(N)=CC=1.[I:19][C:20]1[CH:25]=[CH:24][C:23]([N:26]2[C:34]3[C:29](=[C:30]([O:35][CH3:36])[CH:31]=[CH:32][CH:33]=3)[CH:28]=[CH:27]2)=[CH:22][CH:21]=1.[Na], predict the reaction product. The product is: [I:19][C:20]1[CH:21]=[CH:22][C:23]([N:26]2[C:34]3[C:29](=[C:30]([O:35][CH3:36])[CH:31]=[CH:32][CH:33]=3)[CH2:28][CH2:27]2)=[CH:24][CH:25]=1. (4) Given the reactants [CH3:1][CH:2]([CH3:11])[CH2:3][CH2:4][NH:5][C:6]1[NH:7][N:8]=[CH:9][CH:10]=1.NC1NN=C([CH:18]2[CH2:20][CH2:19]2)C=1, predict the reaction product. The product is: [CH:18]1([C:9]2[CH:10]=[C:6]([NH:5][CH2:4][CH2:3][CH:2]([CH3:11])[CH3:1])[NH:7][N:8]=2)[CH2:20][CH2:19]1. (5) The product is: [Br:14][C:11]1[CH:12]=[CH:13][C:8]([C:6]2[N:30]=[C:1]([CH3:2])[O:4][C:5]=2[C:15]2[CH:20]=[CH:19][C:18]([S:21]([CH3:24])(=[O:23])=[O:22])=[C:17]([F:25])[CH:16]=2)=[CH:9][CH:10]=1. Given the reactants [C:1]([O:4][CH:5]([C:15]1[CH:20]=[CH:19][C:18]([S:21]([CH3:24])(=[O:23])=[O:22])=[C:17]([F:25])[CH:16]=1)[C:6]([C:8]1[CH:13]=[CH:12][C:11]([Br:14])=[CH:10][CH:9]=1)=O)(=O)[CH3:2].C([O-])(=O)C.[NH4+:30], predict the reaction product. (6) Given the reactants [Br:1][C:2]1[CH:7]=[CH:6][C:5]([O:8][CH3:9])=[CH:4][C:3]=1[NH:10][C:11](=[O:15])[CH:12]([CH3:14])[CH3:13].I[CH3:17].[H-].[Na+], predict the reaction product. The product is: [Br:1][C:2]1[CH:7]=[CH:6][C:5]([O:8][CH3:9])=[CH:4][C:3]=1[N:10]([CH3:17])[C:11](=[O:15])[CH:12]([CH3:13])[CH3:14]. (7) Given the reactants Cl[C:2]1[N:7]=[CH:6][C:5]([C:8]([NH:10][CH:11]2[CH2:16][CH2:15][C:14](=[CH:17][C:18]3[CH:23]=[CH:22][CH:21]=[C:20]([O:24][C:25]4[CH:30]=[CH:29][C:28]([C:31]([F:34])([F:33])[F:32])=[CH:27][N:26]=4)[CH:19]=3)[CH2:13][CH2:12]2)=[O:9])=[CH:4][CH:3]=1.[O-:35][CH2:36][CH3:37].[Na+], predict the reaction product. The product is: [CH2:36]([O:35][C:2]1[N:7]=[CH:6][C:5]([C:8]([NH:10][CH:11]2[CH2:16][CH2:15][C:14](=[CH:17][C:18]3[CH:23]=[CH:22][CH:21]=[C:20]([O:24][C:25]4[CH:30]=[CH:29][C:28]([C:31]([F:34])([F:33])[F:32])=[CH:27][N:26]=4)[CH:19]=3)[CH2:13][CH2:12]2)=[O:9])=[CH:4][CH:3]=1)[CH3:37].